From a dataset of Full USPTO retrosynthesis dataset with 1.9M reactions from patents (1976-2016). Predict the reactants needed to synthesize the given product. (1) The reactants are: [Br:1][C:2]1[CH:8]=[C:7]([CH3:9])[C:5]([NH2:6])=[C:4]([CH3:10])[CH:3]=1.Cl[C:12]([O:14][CH2:15][CH3:16])=[O:13].C(=O)([O-])[O-].[K+].[K+]. Given the product [CH2:15]([O:14][C:12](=[O:13])[NH:6][C:5]1[C:7]([CH3:9])=[CH:8][C:2]([Br:1])=[CH:3][C:4]=1[CH3:10])[CH3:16], predict the reactants needed to synthesize it. (2) Given the product [CH3:2][O:3][C:4]1[CH:5]=[CH:6][C:7]([C:10](=[O:11])/[CH:12]=[CH:33]/[C:34](=[O:36])[CH3:35])=[CH:8][CH:9]=1, predict the reactants needed to synthesize it. The reactants are: O.[CH3:2][O:3][C:4]1[CH:9]=[CH:8][C:7]([C:10]([CH:12]=O)=[O:11])=[CH:6][CH:5]=1.C1(P(=[CH:33][C:34](=[O:36])[CH3:35])(C2C=CC=CC=2)C2C=CC=CC=2)C=CC=CC=1. (3) The reactants are: [N-:1]=[N+:2]=[N-:3].[Na+].[CH2:5]([O:12][C:13]1[C:22]2[NH:21][C:20](=[O:23])[CH2:19][O:18][C:17]=2[C:16]([C:24](=[O:27])[CH2:25]Cl)=[CH:15][CH:14]=1)[C:6]1[CH:11]=[CH:10][CH:9]=[CH:8][CH:7]=1. Given the product [N:1]([CH2:25][C:24]([C:16]1[C:17]2[O:18][CH2:19][C:20](=[O:23])[NH:21][C:22]=2[C:13]([O:12][CH2:5][C:6]2[CH:11]=[CH:10][CH:9]=[CH:8][CH:7]=2)=[CH:14][CH:15]=1)=[O:27])=[N+:2]=[N-:3], predict the reactants needed to synthesize it. (4) Given the product [N:1]1([CH2:7][C:8]2[NH:9][C:10]([C:24]3[CH:29]=[CH:28][N:27]=[CH:26][CH:25]=3)=[C:11]([C:13]3[CH:14]=[C:15]4[C:19](=[CH:20][CH:21]=3)[C:18](=[N:22][OH:23])[CH2:17][CH2:16]4)[N:12]=2)[CH2:6][CH2:5][O:33][CH2:3][CH2:2]1, predict the reactants needed to synthesize it. The reactants are: [N:1]1([CH2:7][C:8]2[NH:9][C:10]([C:24]3[CH:29]=[CH:28][N:27]=[CH:26][CH:25]=3)=[C:11]([C:13]3[CH:14]=[C:15]4[C:19](=[CH:20][CH:21]=3)[C:18](=[N:22][OH:23])[CH2:17][CH2:16]4)[N:12]=2)[CH2:6][CH2:5]C[CH2:3][CH2:2]1.N1CC[O:33]CC1. (5) Given the product [C:1]([O:5][C:6]([N:8]1[CH2:13][CH2:12][N:11]([C:14]2[C:15]([C:22](=[O:33])[NH:23][C:24]3[CH:32]=[C:31]4[C:27]([CH:28]=[N:29][NH:30]4)=[CH:26][CH:25]=3)=[CH:16][C:17]3[N:21]=[C:35]([NH:34][C:37]4[C:42]([CH3:43])=[CH:41][CH:40]=[CH:39][N:38]=4)[NH:20][C:18]=3[CH:19]=2)[CH2:10][CH2:9]1)=[O:7])([CH3:4])([CH3:2])[CH3:3], predict the reactants needed to synthesize it. The reactants are: [C:1]([O:5][C:6]([N:8]1[CH2:13][CH2:12][N:11]([C:14]2[CH:19]=[C:18]([NH2:20])[C:17]([NH2:21])=[CH:16][C:15]=2[C:22](=[O:33])[NH:23][C:24]2[CH:32]=[C:31]3[C:27]([CH:28]=[N:29][NH:30]3)=[CH:26][CH:25]=2)[CH2:10][CH2:9]1)=[O:7])([CH3:4])([CH3:3])[CH3:2].[N:34]([C:37]1[C:42]([CH3:43])=[CH:41][CH:40]=[CH:39][N:38]=1)=[C:35]=S.